This data is from Human Reference Interactome with 51,813 positive PPI pairs across 8,248 proteins, plus equal number of experimentally-validated negative pairs. The task is: Binary Classification. Given two protein amino acid sequences, predict whether they physically interact or not. (1) Protein 1 (ENSG00000135423) has sequence MRSMKALQKALSRAGSHCGRGGWGHPSRSPLLGGGVRHHLSEAAAQGRETPHSHQPQHQDHDSSESGMLSRLGDLLFYTIAEGQERIPIHKFTTALKATGLQTSDPRLRDCMSEMHRVVQESSSGGLLDRDLFRKCVSSNIVLLTQAFRKKFVIPDFEEFTGHVDRIFEDVKELTGGKVAAYIPQLAKSNPDLWGVSLCTVDGQRHSVGHTKIPFCLQSCVKPLTYAISISTLGTDYVHKFVGKEPSGLRYNKLSLNEEGIPHNPMVNAGAIVVSSLIKMDCNKAEKFDFVLQYLNKMAG.... Protein 2 (ENSG00000163762) has sequence MGSRKCGGCLSCLLIPLALWSIIVNILLYFPNGQTSYASSNKLTNYVWYFEGICFSGIMMLIVTTVLLVLENNNNYKCCQSENCSKKYVTLLSIIFSSLGIAFSGYCLVISALGLVQGPYCRTLDGWEYAFEGTAGRFLTDSSIWIQCLEPAHVVEWNIILFSILITLSGLQVIICLIRVVMQLSKILCGSYSVIFQPGII*MGSRKCGGCLSCLLIPLALWSIIVNILLYFPNGQTSYASSNKLTNYVWYFEGICFSGIMMLIVTTVLLVLENNNNYKCCQSENCSKKYVTLLSIIFSS.... Result: 0 (the proteins do not interact). (2) Protein 1 (ENSG00000139988) has sequence MLVTLGLLTSFFSFLYMVAPSIRKFFAGGVCRTNVQLPGKVVVITGANTGIGKETARELASRGARVYIACRDVLKGESAASEIRVDTKNSQVLVRKLDLSDTKSIRAFAEGFLAEEKQLHILINNAGVMMCPYSKTADGFETHLGVNHLGHFLLTYLLLERLKVSAPARVVNVSSVAHHIGKIPFHDLQSEKRYSRGFAYCHSKLANVLFTRELAKRLQGTGVTTYAVHPGVVRSELVRHSSLLCLLWRLFSPFVKTAREGAQTSLHCALAEGLEPLSGKYFSDCKRTWVSPRARNNKTA.... Protein 2 (ENSG00000163069) has sequence MAAAAAAAAEQQSSNGPVKKSMREKAVERRSVNKEHNSNFKAGYIPIDEDRLHKTGLRGRKGNLAICVIILLFILAVINLIITLVIWAVIRIGPNGCDSMEFHESGLLRFKQVSDMGVIHPLYKSTVGGRRNENLVITGNNQPIVFQQGTTKLSVENNKTSITSDIGMQFFDPRTQNILFSTDYETHEFHLPSGVKSLNVQKASTERITSNATSDLNIKVDGRAIVRGNEGVFIMGKTIEFHMGGNMELKAENSIILNGSVMVSTTRLPSSSSGDQLGSGDWVRYKLCMCADGTLFKVQV.... Result: 0 (the proteins do not interact). (3) Protein 1 (ENSG00000163378) has sequence MLMLFVFGVLLHEVSLSGQNEAPPNTHSIPGEPLYNYASIRLPEEHIPFFLHNNRHIATVCRKDSLCPYKKHLEKLKYCWGYEKSCKPEFRFGYPVCSYVDMGWTDTLESAEDIFWKQADFGYARERLEEMHVLCQPKETSDSSLVCSRYLQYCRATNLYLDLRNIKRNHDRFKEDFFQSGEIGGHCKLDIRTLTSEGQRKSPLQSWFAELQSYTQLNFRPIEDAKCDIVIEKPTYFMKLDAGVNMYHHFCDFINLYITQHVNNSFSTDVYIVMWDTDGKIRVTILARSTEYRKILNQNE.... Protein 2 (ENSG00000198920) has sequence MGPGQPASTCVHLAPRTQLDGRSDPKVLQTQNQLQFNRNVPTHSSNLAIRYSCPHAIRIEKLKHSYNESYHCKDADCRVGPDLGSSVSFSVISQERLSYAVHLARRDVKRRQFEKHIKEHHLRSQPQSSQKCGHTKYKIPDHRVERKESKSQAACQCSHQPSKVEISSSGAKVYLYSSHPGQSDLTVPNSPPTHDPGLQPHPRIGDHKNISEQKSLLEVQRLQKELSSCIHKIEEVTKKDRLEEALDPDEERRIRIRRQEQAARSARMLYVLQQQVKEIQEELDKLSPHKIKHTKKSWAM.... Result: 0 (the proteins do not interact). (4) Result: 0 (the proteins do not interact). Protein 1 (ENSG00000197798) has sequence MASTGSQASDIDEIFGFFNDGEPPTKKPRKLLPSLKTKKPRELVLVIGTGISAAVAPQVPALKSWKGLIQALLDAAIDFDLLEDEESKKFQKCLHEDKNLVHVAHDLIQKLSPRTSNVRSTFFKDCLYEVFDDLESKMEDSGKQLLQSVLHLMENGALVLTTNFDNLLELYAADQGKQLESLDLTDEKKVLEWAQEKRKLSVLHIHGVYTNPSGIVLHPAGYQNVLRNTEVMREIQKLYENKSFLFLGCGWTVDDTTFQALFLEAVKHKSDLEHFMLVRRGDVDEFKKLRENMLDKGIKV.... Protein 2 (ENSG00000164188) has sequence MTTIPRKGSSHLPGSLHTCKLKLQEDRRQQEKSVIAQPIFVFEKGEQTFKRPAEDTLYEAAEPECNGFPTKRVRSSSFTFHITDSQSQGVRKNNVFMTSALVQSSVDIKSAEQGPVKHSKHVIRPAILQLPQARSCAKVRKTFGHKALESCKTKEKTNNKISEGNSYLLSENLSRARISVQLSTNQDFLGATSVGCQPNEDKCSFKSCSSNFVFGENMVERVLGTQKLTQPQLENDSYAKEKPFKSIPKFPVNFLSSRTDSIKNTSLIESAAAFSSQPSRKCLLEKIDVITGEETEHNVL.... (5) Protein 1 (ENSG00000167671) has sequence MKKFFQEFKADIKFKSAGPGQKLKESVGEKAHKEKPNQPAPRPPRQGPTNEAQMAAAAALARLEQKQSRAWGPTSQDTIRNQVRKELQAEATVSGSPEAPGTNVVSEPREEGSAHLAVPGVYFTCPLTGATLRKDQRDACIKEAILLHFSTDPVAASIMKIYTFNKDQDRVKLGVDTIAKYLDNIHLHPEEEKYRKIKLQNKVFQERINCLEGTHEFFEAIGFQKVLLPAQDQEDPEEFYVLSETTLAQPQSLERHKEQLLAAEPVRAKLDRQRRVFQPSPLASQFELPGDFFNLTAEEI.... Protein 2 (ENSG00000198168) has sequence MGLCFPCPGESAPPTPDLEEKRAKLAEAAERRQKEAASRGILDVQSVQEKRKKKEKIEKQIATSGPPPEGGLRWTVS*. Result: 1 (the proteins interact). (6) Protein 1 (ENSG00000075399) has sequence MAAAAGDGTVKPLQSAMKLANGAIELDTGNRPREAYTEYLRSIHYISQVLLEEVETTKEAGETVPPDTSKMLKLAQQCLERAQSTAAKLGKTRLKPTMPAAAPIPQPAGRHRRVYSDEGGKLSPFLPPEIFQKLQGAESQSCKKELTPLEEASLQNQKLKAAYEARMARLDPSQAMQKTSLTLSLQRQMMENLVIAKAREETLQRKMEERRLRLQEAANRRFCSQVALTPEEREQRALYAAILEYEQDHDWPKHWKAKLKRNPGDLSLVTSLVSHLLSLPDHPIAQLLRRLQCSVYSALY.... Protein 2 (ENSG00000087191) has sequence MALDGPEQMELEEGKAGSGLRQYYLSKIEELQLIVNDKSQNLRRLQAQRNELNAKVRLLREELQLLQEQGSYVGEVVRAMDKKKVLVKVHPEGKFVVDVDKNIDINDVTPNCRVALRNDSYTLHKILPNKVDPLVSLMMVEKVPDSTYEMIGGLDKQIKEIKEVIELPVKHPELFEALGIAQPKGVLLYGPPGTGKTLLARAVAHHTDCTFIRVSGSELVQKFIGEGARMVRELFVMAREHAPSIIFMDEIDSIGSSRLEGGSGGDSEVQRTMLELLNQLDGFEATKNIKVIMATNRIDI.... Result: 0 (the proteins do not interact). (7) Protein 1 (ENSG00000142230) has sequence MVEKEEAGGGISEEEAAQYDRQIRLWGLEAQKRLRASRVLLVGLKGLGAEIAKNLILAGVKGLTMLDHEQVTPEDPGAQFLIRTGSVGRNRAEASLERAQNLNPMVDVKVDTEDIEKKPESFFTQFDAVCLTCCSRDVIVKVDQICHKNSIKFFTGDVFGYHGYTFANLGEHEFVEEKTKVAKVSQGVEDGPDTKRAKLDSSETTMVKKKVVFCPVKEALEVDWSSEKAKAALKRTTSDYFLLQVLLKFRTDKGRDPSSDTYEEDSELLLQIRNDVLDSLGISPDLLPEDFVRYCFSEMA.... Protein 2 (ENSG00000186001) has sequence MAAAGLVAVAAAAEYSGTVASGGNLPGVHCGPSSGAGPGFGPGSWSRSLDRALEEAAVTGVLSLSGRKLREFPRGAANHDLTDTTRADLSRNRLSEIPIEACHFVSLENLNLYQNCIRYIPEAILNLQALTFLNISRNQLSTLPVHLCNLPLKVLIASNNKLVSLPEEIGHLRHLMELDVSCNEIQTIPSQIGNLEALRDLNVRRNHLVHLPEELAELPLIRLDFSCNKITTIPVCYRNLRHLQTITLDNNPLQSPPAQICIKGKVHIFKYLNIQACKIAPDLPDYDRRPLGFGSCHEEL.... Result: 0 (the proteins do not interact). (8) Protein 1 (ENSG00000111707) has sequence MSAAGLLAPAPAQAGAPPAPEYYPEEDEELESAEDDERSCRGRESDEDTEDASETDLAKHDEEDYVEMKEQMYQDKLASLKRQLQQLQEGTLQEYQKRMKKLDQQYKERIRNAELFLQLETEQVERNYIKEKKAAVKEFEDKKVELKENLIAELEEKKKMIENEKLTMELTGDSMEVKPIMTRKLRRRPNDPVPIPDKRRKPAPAQLNYLLTDEQIMEDLRTLNKLKSPKRPASPSSPEHLPATPAESPAQRFEARIEDGKLYYDKRWYHKSQAIYLESKDNQKLSCVISSVGANEIWVR.... Protein 2 (ENSG00000197782) has sequence MVHGSVTFRDVAIDFSQEEWECLQPDQRTLYRDVMLENYSHLISLGSSISKPDVITLLEQEKEPWMVVRKETSRRYPDLELKYGPEKVSPENDTSEVNLPKQVIKQISTTLGIEAFYFRNDSEYRQFEGLQGYQEGNINQKMISYEKLPTHTPHASLICNTHKPYECKECGKYFSRSANLIQHQSIHTGEKPFECKECGKAFRLHIQFTRHQKFHTGEKPFECNECGKAFSLLTLLNRHKNIHTGEKLFECKECGKSFNRSSNLVQHQSIHSGVKPYECKECGKGFNRGAHLIQHQKIHS.... Result: 0 (the proteins do not interact).